From a dataset of Reaction yield outcomes from USPTO patents with 853,638 reactions. Predict the reaction yield, written as a fraction of the theoretical maximum amount of product (1.0 means a 100% yield; for example, 0.34 means a 34% yield). (1) The yield is 0.838. The catalyst is CN(C)C1C=CN=CC=1.O.C(Cl)Cl. The product is [CH2:1]([O:8][C:9]1[CH:18]=[C:17]2[C:12]([C:13]([O:19][S:35]([C:34]([F:40])([F:39])[F:33])(=[O:37])=[O:36])=[CH:14][CH:15]=[N:16]2)=[CH:11][C:10]=1[O:20][CH3:21])[C:2]1[CH:3]=[CH:4][CH:5]=[CH:6][CH:7]=1. The reactants are [CH2:1]([O:8][C:9]1[CH:18]=[C:17]2[C:12]([C:13]([OH:19])=[CH:14][CH:15]=[N:16]2)=[CH:11][C:10]=1[O:20][CH3:21])[C:2]1[CH:7]=[CH:6][CH:5]=[CH:4][CH:3]=1.N1C(C)=CC=CC=1C.C(=O)=O.[F:33][C:34]([F:40])([F:39])[S:35](Cl)(=[O:37])=[O:36]. (2) The reactants are Br[C:2]1[CH:3]=[C:4]([N+:25]([O-:27])=[O:26])[C:5]2[N:9]=[C:8]([CH:10]([CH3:12])[CH3:11])[N:7]([CH2:13][C:14]3[C:23]4[C:18](=[CH:19][CH:20]=[CH:21][CH:22]=4)[CH:17]=[CH:16][CH:15]=3)[C:6]=2[CH:24]=1.[NH:28]1[CH2:33][CH2:32][O:31][CH2:30][CH2:29]1.C([O-])([O-])=O.[Cs+].[Cs+].CC(C1C=C(C(C)C)C(C2C=CC=CC=2P(C2CCCCC2)C2CCCCC2)=C(C(C)C)C=1)C. The catalyst is O1CCOCC1.C1C=CC(/C=C/C(/C=C/C2C=CC=CC=2)=O)=CC=1.C1C=CC(/C=C/C(/C=C/C2C=CC=CC=2)=O)=CC=1.C1C=CC(/C=C/C(/C=C/C2C=CC=CC=2)=O)=CC=1.[Pd].[Pd]. The product is [CH3:11][CH:10]([C:8]1[N:7]([CH2:13][C:14]2[C:23]3[C:18](=[CH:19][CH:20]=[CH:21][CH:22]=3)[CH:17]=[CH:16][CH:15]=2)[C:6]2[CH:24]=[C:2]([N:28]3[CH2:33][CH2:32][O:31][CH2:30][CH2:29]3)[CH:3]=[C:4]([N+:25]([O-:27])=[O:26])[C:5]=2[N:9]=1)[CH3:12]. The yield is 0.770.